From a dataset of Forward reaction prediction with 1.9M reactions from USPTO patents (1976-2016). Predict the product of the given reaction. (1) Given the reactants F[C:2]1[CH:15]=[CH:14][CH:13]=[CH:12][C:3]=1[C:4]([C:6]1[CH:11]=[CH:10][CH:9]=[CH:8][CH:7]=1)=O.[CH2:16]([NH2:19])[CH2:17][NH2:18], predict the reaction product. The product is: [C:6]1([C:4]2[C:3]3[CH:12]=[CH:13][CH:14]=[CH:15][C:2]=3[NH:19][CH2:16][CH2:17][N:18]=2)[CH:7]=[CH:8][CH:9]=[CH:10][CH:11]=1. (2) The product is: [F:12][C:6]1[CH:5]=[C:13]([C:14]2[N:21]=[N:22][CH:17]=[N:19][N:24]=2)[CH:3]=[CH:11][C:7]=1[C:8]([OH:28])=[O:20]. Given the reactants C([C:3]1C=[CH:5][C:6]([F:12])=[C:7]([CH:11]=1)[C:8](O)=O)#N.[C:13](O)(=O)[CH3:14].[CH:17]([NH2:19])=N.[OH2:20].[NH2:21][NH2:22].Cl.[N:24]([O-])=O.[Na+].[OH2:28], predict the reaction product.